From a dataset of Human liver microsome stability data. Regression/Classification. Given a drug SMILES string, predict its absorption, distribution, metabolism, or excretion properties. Task type varies by dataset: regression for continuous measurements (e.g., permeability, clearance, half-life) or binary classification for categorical outcomes (e.g., BBB penetration, CYP inhibition). Dataset: hlm. (1) The drug is COCCCOc1ccc(-c2nccc(-c3cc4c([nH]3)C3(CCCNC3)CNC4=O)n2)cn1. The result is 0 (unstable in human liver microsomes). (2) The compound is O=C(NO)c1ccc(CN2c3ccccc3Sc3cccnc32)cc1. The result is 0 (unstable in human liver microsomes). (3) The compound is CCOc1ccccc1OCCNCCCCN1C(=O)C2CCCN2C1=O. The result is 0 (unstable in human liver microsomes). (4) The drug is O=C1CC(=O)CC(c2cc(C(F)(F)F)cc(C(F)(F)F)c2)C1. The result is 0 (unstable in human liver microsomes).